Dataset: Full USPTO retrosynthesis dataset with 1.9M reactions from patents (1976-2016). Task: Predict the reactants needed to synthesize the given product. (1) Given the product [CH3:16][C:17]1[CH:22]=[C:21]([C:23]2[C:27]([CH:28]=[O:29])=[C:26]([Cl:30])[N:25]([CH3:31])[N:24]=2)[CH:20]=[CH:19][C:18]=1[O:32][CH2:2][C:3]1[CH:8]=[CH:7][CH:6]=[CH:5][C:4]=1[N:9]1[C:13](=[O:14])[N:12]([CH3:15])[N:11]=[N:10]1, predict the reactants needed to synthesize it. The reactants are: Br[CH2:2][C:3]1[CH:8]=[CH:7][CH:6]=[CH:5][C:4]=1[N:9]1[C:13](=[O:14])[N:12]([CH3:15])[N:11]=[N:10]1.[CH3:16][C:17]1[CH:22]=[C:21]([C:23]2[C:27]([CH:28]=[O:29])=[C:26]([Cl:30])[N:25]([CH3:31])[N:24]=2)[CH:20]=[CH:19][C:18]=1[OH:32].C(=O)([O-])[O-].[K+].[K+]. (2) Given the product [NH:48]1[C:56]2[C:51](=[CH:52][CH:53]=[CH:54][CH:55]=2)[C:50]([CH2:57][C@@H:58]2[C:59](=[O:68])[NH:60][C:61]3[C:66](=[CH:65][CH:64]=[CH:63][CH:62]=3)[N:67]2[CH2:46][C:43]2[CH:42]=[CH:41][C:40]([NH:39][C:37](=[O:38])[CH2:36][Cl:35])=[CH:45][CH:44]=2)=[CH:49]1, predict the reactants needed to synthesize it. The reactants are: O=C(NC1C=CC(CN2C3C(=CC=CC=3)NC(=O)[C@@H]2CC2SC=CC=2)=CC=1)CSCC(OC)=O.[Cl:35][CH2:36][C:37]([NH:39][C:40]1[CH:45]=[CH:44][C:43]([CH:46]=O)=[CH:42][CH:41]=1)=[O:38].[NH:48]1[C:56]2[C:51](=[CH:52][CH:53]=[CH:54][CH:55]=2)[C:50]([CH2:57][C@H:58]2[NH:67][C:66]3[C:61](=[CH:62][CH:63]=[CH:64][CH:65]=3)[NH:60][C:59]2=[O:68])=[CH:49]1. (3) Given the product [CH2:1]([O:8][C:9]1[CH:10]=[C:11]([CH:15]=[C:16]([Cl:19])[C:17]=1[CH3:18])[C:12]([Cl:22])=[O:13])[C:2]1[CH:7]=[CH:6][CH:5]=[CH:4][CH:3]=1, predict the reactants needed to synthesize it. The reactants are: [CH2:1]([O:8][C:9]1[CH:10]=[C:11]([CH:15]=[C:16]([Cl:19])[C:17]=1[CH3:18])[C:12](O)=[O:13])[C:2]1[CH:7]=[CH:6][CH:5]=[CH:4][CH:3]=1.S(Cl)([Cl:22])=O.